Dataset: Forward reaction prediction with 1.9M reactions from USPTO patents (1976-2016). Task: Predict the product of the given reaction. (1) Given the reactants [C:1]1([NH2:8])[C:2]([NH2:7])=[CH:3][CH:4]=[CH:5][CH:6]=1.[CH3:9][C:10]1[CH:18]=[CH:17][C:16]([N+:19]([O-:21])=[O:20])=[CH:15][C:11]=1[C:12](O)=O.[OH-].[Na+], predict the reaction product. The product is: [CH3:9][C:10]1[CH:18]=[CH:17][C:16]([N+:19]([O-:21])=[O:20])=[CH:15][C:11]=1[C:12]1[NH:8][C:1]2[CH:6]=[CH:5][CH:4]=[CH:3][C:2]=2[N:7]=1. (2) Given the reactants C[O:2][C:3]([C:5]1[CH:6]=[CH:7][C:8]2[C:9](=[O:21])[C:10]3[C:15]([O:16][C:17]=2[CH:18]=1)=[C:14]([O:19][CH3:20])[CH:13]=[CH:12][CH:11]=3)=[O:4].[OH-].[Na+], predict the reaction product. The product is: [CH3:20][O:19][C:14]1[CH:13]=[CH:12][CH:11]=[C:10]2[C:15]=1[O:16][C:17]1[CH:18]=[C:5]([C:3]([OH:4])=[O:2])[CH:6]=[CH:7][C:8]=1[C:9]2=[O:21]. (3) Given the reactants [F:1][C:2]1[CH:3]=[C:4]([C:24]([F:27])([F:26])[F:25])[N:5]2[CH2:22][CH2:21][N:20]([CH3:23])[C:7]3([CH2:12][CH2:11][N:10](C(OC(C)(C)C)=O)[CH2:9][CH2:8]3)[C:6]=12.[ClH:28], predict the reaction product. The product is: [ClH:28].[ClH:28].[F:1][C:2]1[CH:3]=[C:4]([C:24]([F:26])([F:25])[F:27])[N:5]2[CH2:22][CH2:21][N:20]([CH3:23])[C:7]3([CH2:8][CH2:9][NH:10][CH2:11][CH2:12]3)[C:6]=12.